Task: Predict the reaction yield, written as a fraction of the theoretical maximum amount of product (1.0 means a 100% yield; for example, 0.34 means a 34% yield).. Dataset: Reaction yield outcomes from USPTO patents with 853,638 reactions (1) The reactants are C1C=C(Cl)C=C(C(OO)=O)C=1.[Cl:12][C:13]1[CH:18]=[CH:17][CH:16]=[C:15]([Cl:19])[C:14]=1[N:20]1[CH:31]=[CH:30][C:23]2[N:24]=[C:25](SC)[N:26]=[CH:27][C:22]=2[C:21]1=[O:32].CCN(C(C)C)C(C)C.[NH2:42][C:43]1[CH:48]=[CH:47][C:46]([N:49]2[CH2:54][CH2:53][S:52](=[O:56])(=[O:55])[CH2:51][CH2:50]2)=[CH:45][CH:44]=1. The catalyst is C(Cl)Cl.C1(C)C=CC=CC=1. The product is [Cl:12][C:13]1[CH:18]=[CH:17][CH:16]=[C:15]([Cl:19])[C:14]=1[N:20]1[CH:31]=[CH:30][C:23]2[N:24]=[C:25]([NH:42][C:43]3[CH:48]=[CH:47][C:46]([N:49]4[CH2:50][CH2:51][S:52](=[O:56])(=[O:55])[CH2:53][CH2:54]4)=[CH:45][CH:44]=3)[N:26]=[CH:27][C:22]=2[C:21]1=[O:32]. The yield is 0.540. (2) The reactants are Cl[C:2]1[N:7]=[C:6]([NH:8][C:9]([C:11]2([C:14]3[CH:24]=[CH:23][C:17]4[O:18][C:19]([F:22])([F:21])[O:20][C:16]=4[CH:15]=3)[CH2:13][CH2:12]2)=[O:10])[CH:5]=[C:4]([CH3:25])[C:3]=1[CH3:26].[CH3:27][O:28][C:29]1[N:34]=[C:33]([CH3:35])[C:32](B2OC(C)(C)C(C)(C)O2)=[CH:31][CH:30]=1.C([O-])([O-])=O.[Na+].[Na+]. The catalyst is COCCOC.C(OCC)(=O)C.[Pd].C1(P(C2C=CC=CC=2)C2C=CC=CC=2)C=CC=CC=1.C1(P(C2C=CC=CC=2)C2C=CC=CC=2)C=CC=CC=1.C1(P(C2C=CC=CC=2)C2C=CC=CC=2)C=CC=CC=1.C1(P(C2C=CC=CC=2)C2C=CC=CC=2)C=CC=CC=1. The product is [F:21][C:19]1([F:22])[O:18][C:17]2[CH:23]=[CH:24][C:14]([C:11]3([C:9]([NH:8][C:6]4[N:7]=[C:2]([C:32]5[C:33]([CH3:35])=[N:34][C:29]([O:28][CH3:27])=[CH:30][CH:31]=5)[C:3]([CH3:26])=[C:4]([CH3:25])[CH:5]=4)=[O:10])[CH2:13][CH2:12]3)=[CH:15][C:16]=2[O:20]1. The yield is 0.520. (3) The reactants are [Cl:1][C:2]1[CH:3]=[C:4]([C:8]2[O:12][N:11]=[C:10]([CH:13]([OH:15])[CH3:14])[N:9]=2)[CH:5]=[CH:6][CH:7]=1.[C:16](OC=C)(=[O:18])[CH3:17]. The catalyst is C1(C)C=CC=CC=1. The product is [C:16]([O:15][C@@H:13]([C:10]1[N:9]=[C:8]([C:4]2[CH:5]=[CH:6][CH:7]=[C:2]([Cl:1])[CH:3]=2)[O:12][N:11]=1)[CH3:14])(=[O:18])[CH3:17]. The yield is 0.490. (4) The reactants are C([O-])(O)=O.[Na+].[NH2:6][C:7]1[N:12]=[C:11]([C:13]([O:15][CH3:16])=[O:14])[CH:10]=[CH:9][CH:8]=1.[C:17]([C:19]1[CH:28]=[CH:27][C:22]([C:23](=O)[CH2:24]Br)=[CH:21][CH:20]=1)#[N:18].C(Cl)Cl. The catalyst is CC(O)C. The product is [C:17]([C:19]1[CH:28]=[CH:27][C:22]([C:23]2[N:6]=[C:7]3[CH:8]=[CH:9][CH:10]=[C:11]([C:13]([O:15][CH3:16])=[O:14])[N:12]3[CH:24]=2)=[CH:21][CH:20]=1)#[N:18]. The yield is 0.310. (5) The reactants are [CH2:1]([O:8][C:9]1([C:12]2[CH:17]=[CH:16][C:15]([C:18]#[C:19][C:20]3[CH:25]=[CH:24][C:23](CC(OC)=O)=[CH:22][CH:21]=3)=[CH:14][CH:13]=2)[CH2:11][CH2:10]1)[C:2]1[CH:7]=[CH:6][CH:5]=[CH:4][CH:3]=1.[CH2:31]([O:33][C:34](=[O:42])C1C=CC(I)=CC=1)[CH3:32].[CH2:43](N(CC)CC)C. The catalyst is [Cu]I.Cl[Pd](Cl)([P](C1C=CC=CC=1)(C1C=CC=CC=1)C1C=CC=CC=1)[P](C1C=CC=CC=1)(C1C=CC=CC=1)C1C=CC=CC=1. The product is [CH2:1]([O:8][C:9]1([C:12]2[CH:13]=[CH:14][C:15]([C:18]#[C:19][C:20]3[CH:25]=[CH:24][C:23]([C:34]([O:33][CH2:31][CH3:32])=[O:42])=[CH:22][CH:21]=3)=[CH:16][C:17]=2[CH3:43])[CH2:10][CH2:11]1)[C:2]1[CH:3]=[CH:4][CH:5]=[CH:6][CH:7]=1. The yield is 0.540. (6) The reactants are [NH2:1][CH2:2][CH2:3][C@@:4]1([C:27]2[CH:32]=[CH:31][C:30]([F:33])=[CH:29][CH:28]=2)[O:9][C:8](=[O:10])[N:7]([C@H:11]([C:13]2[CH:18]=[CH:17][C:16]([C:19]3[CH:24]=[CH:23][C:22]([F:25])=[CH:21][C:20]=3[F:26])=[CH:15][CH:14]=2)[CH3:12])[CH2:6][CH2:5]1.[C:34]([O:38][C:39]([NH:41][CH2:42][C:43](O)=[O:44])=[O:40])([CH3:37])([CH3:36])[CH3:35].C1C=CC2N(O)N=NC=2C=1.C(Cl)CCl.CCN(C(C)C)C(C)C. The catalyst is C(Cl)Cl. The product is [F:26][C:20]1[CH:21]=[C:22]([F:25])[CH:23]=[CH:24][C:19]=1[C:16]1[CH:15]=[CH:14][C:13]([C@@H:11]([N:7]2[CH2:6][CH2:5][C@:4]([CH2:3][CH2:2][NH:1][C:43](=[O:44])[CH2:42][NH:41][C:39](=[O:40])[O:38][C:34]([CH3:35])([CH3:36])[CH3:37])([C:27]3[CH:28]=[CH:29][C:30]([F:33])=[CH:31][CH:32]=3)[O:9][C:8]2=[O:10])[CH3:12])=[CH:18][CH:17]=1. The yield is 0.740. (7) The reactants are Br[C:2]1[CH:3]=[C:4]([C:16]([O:18][CH3:19])=[O:17])[C:5]2[CH:6]=[N:7][N:8]([CH:11]3[CH2:15][CH2:14][CH2:13][CH2:12]3)[C:9]=2[CH:10]=1.[C:20]([N:27]1[CH2:32][CH2:31][NH:30][CH2:29][CH2:28]1)([O:22][C:23]([CH3:26])([CH3:25])[CH3:24])=[O:21].C([O-])([O-])=O.[K+].[K+].N1CCC[C@H]1C(O)=O. The catalyst is CS(C)=O.[Cu]I.O. The product is [C:23]([O:22][C:20]([N:27]1[CH2:32][CH2:31][N:30]([C:2]2[CH:3]=[C:4]([C:16]([O:18][CH3:19])=[O:17])[C:5]3[CH:6]=[N:7][N:8]([CH:11]4[CH2:15][CH2:14][CH2:13][CH2:12]4)[C:9]=3[CH:10]=2)[CH2:29][CH2:28]1)=[O:21])([CH3:26])([CH3:24])[CH3:25]. The yield is 0.300.